The task is: Predict which catalyst facilitates the given reaction.. This data is from Catalyst prediction with 721,799 reactions and 888 catalyst types from USPTO. (1) Reactant: [CH3:1][O:2][C:3]1[CH:11]=[C:10]2[C:6]([CH:7]=[CH:8][NH:9]2)=[CH:5][CH:4]=1.[C:12]1(C)[C:13]([SH:18])=[CH:14][CH:15]=[CH:16][CH:17]=1.O.II.[CH2:23](O)C. Product: [CH3:1][O:2][C:3]1[CH:11]=[C:10]2[C:6]([C:7]([S:18][C:13]3[CH:12]=[CH:17][C:16]([CH3:23])=[CH:15][CH:14]=3)=[CH:8][NH:9]2)=[CH:5][CH:4]=1. The catalyst class is: 13. (2) Reactant: [NH2:1][C:2]1[CH:3]=[N:4][N:5]([C:7]2[CH:12]=[CH:11][C:10]([CH3:13])=[CH:9][CH:8]=2)[CH:6]=1.C(N(CC)CC)C.Cl[C:22]([O:24][CH2:25][C:26]([Cl:29])([Cl:28])[Cl:27])=[O:23]. Product: [Cl:27][C:26]([Cl:29])([Cl:28])[CH2:25][O:24][C:22](=[O:23])[NH:1][C:2]1[CH:3]=[N:4][N:5]([C:7]2[CH:12]=[CH:11][C:10]([CH3:13])=[CH:9][CH:8]=2)[CH:6]=1. The catalyst class is: 2.